Dataset: Full USPTO retrosynthesis dataset with 1.9M reactions from patents (1976-2016). Task: Predict the reactants needed to synthesize the given product. (1) The reactants are: [CH2:1]([NH2:5])[CH2:2][CH2:3][CH3:4].C([Li])CCC.CCCCCC.[CH3:17][C:18]1([CH3:32])[C:26]2[C:21](=[CH:22][CH:23]=[CH:24][CH:25]=2)[NH:20][CH:19]1[C:27](OCC)=[O:28]. Given the product [CH2:1]([NH:5][C:27]([CH:19]1[C:18]([CH3:32])([CH3:17])[C:26]2[C:21](=[CH:22][CH:23]=[CH:24][CH:25]=2)[NH:20]1)=[O:28])[CH2:2][CH2:3][CH3:4], predict the reactants needed to synthesize it. (2) Given the product [CH3:1][C:2]1([CH3:16])[CH2:11][CH2:10][C:9]2[C:4](=[C:5]([C:12]([OH:14])=[O:13])[CH:6]=[CH:7][CH:8]=2)[NH:3]1, predict the reactants needed to synthesize it. The reactants are: [CH3:1][C:2]1([CH3:16])[CH2:11][CH2:10][C:9]2[C:4](=[C:5]([C:12]([O:14]C)=[O:13])[CH:6]=[CH:7][CH:8]=2)[NH:3]1.[OH-].[Na+].Cl. (3) Given the product [CH:1]([O:4][C:5]1[CH:13]=[CH:12][C:11]([S:14]([CH3:17])(=[O:16])=[O:15])=[CH:10][C:6]=1[C:7]([N:33]1[CH2:34][CH2:35][N:30]([C:28]2[S:29][C:25]3[CH:24]=[CH:23][CH:22]=[C:21]([O:20][CH3:19])[C:26]=3[N:27]=2)[CH2:31][CH2:32]1)=[O:9])([CH3:2])[CH3:3], predict the reactants needed to synthesize it. The reactants are: [CH:1]([O:4][C:5]1[CH:13]=[CH:12][C:11]([S:14]([CH3:17])(=[O:16])=[O:15])=[CH:10][C:6]=1[C:7]([OH:9])=O)([CH3:3])[CH3:2].Cl.[CH3:19][O:20][C:21]1[C:26]2[N:27]=[C:28]([N:30]3[CH2:35][CH2:34][NH:33][CH2:32][CH2:31]3)[S:29][C:25]=2[CH:24]=[CH:23][CH:22]=1.